This data is from Full USPTO retrosynthesis dataset with 1.9M reactions from patents (1976-2016). The task is: Predict the reactants needed to synthesize the given product. (1) Given the product [F:24][C:25]([F:30])([F:29])[C:26]([O-:28])=[O:27].[CH3:20][S:17]([NH:16][C:13]1[CH:14]=[CH:15][C:10]([C@H:8]([NH3+:7])[CH3:9])=[CH:11][C:12]=1[CH:21]=[CH2:22])(=[O:19])=[O:18], predict the reactants needed to synthesize it. The reactants are: C(OC(=O)[NH:7][CH:8]([C:10]1[CH:15]=[CH:14][C:13]([NH:16][S:17]([CH3:20])(=[O:19])=[O:18])=[C:12]([CH:21]=[CH2:22])[CH:11]=1)[CH3:9])(C)(C)C.[F:24][C:25]([F:30])([F:29])[C:26]([OH:28])=[O:27]. (2) Given the product [CH3:51][NH:50][C:48](=[O:49])[C:47]1[CH:52]=[CH:53][CH:54]=[C:45]([CH2:44][N:41]2[CH2:42][CH2:43][N:39]([C:37]3[S:38][C:34]([C:31]4[NH:61][N:6]=[C:5]([CH3:4])[CH:32]=4)=[C:35]([CH3:56])[N:36]=3)[C:40]2=[O:55])[CH:46]=1, predict the reactants needed to synthesize it. The reactants are: C([C:4]1SC(N2CCN(CC3C=CC(C(N4CCCCC4)=O)=CC=3)C2=O)=[N:6][C:5]=1C)(=O)C.[C:31]([C:34]1[S:38][C:37]([N:39]2[CH2:43][CH2:42][N:41]([CH2:44][C:45]3[CH:46]=[C:47]([CH:52]=[CH:53][CH:54]=3)[C:48]([NH:50][CH3:51])=[O:49])[C:40]2=[O:55])=[N:36][C:35]=1[CH3:56])(=O)[CH3:32].COC(OC)([N:61](C)C)C.O.NN. (3) Given the product [CH:1]([C:17]1[CH:22]=[C:21]([S:23]([C:26]2[CH:31]=[CH:30][C:29]([S:32]([CH3:35])(=[O:34])=[O:33])=[CH:28][CH:27]=2)(=[O:25])=[O:24])[CH:20]=[CH:19][C:18]=1[NH:36][C:37](=[O:45])[C@:38]([OH:44])([CH3:43])[C:39]([F:42])([F:41])[F:40])=[CH2:2], predict the reactants needed to synthesize it. The reactants are: [CH2:1](C([Sn])=C(CCCC)CCCC)[CH2:2]CC.Br[C:17]1[CH:22]=[C:21]([S:23]([C:26]2[CH:31]=[CH:30][C:29]([S:32]([CH3:35])(=[O:34])=[O:33])=[CH:28][CH:27]=2)(=[O:25])=[O:24])[CH:20]=[CH:19][C:18]=1[NH:36][C:37](=[O:45])[C@:38]([OH:44])([CH3:43])[C:39]([F:42])([F:41])[F:40]. (4) Given the product [C:1]([C:3]1[C:4]([N:16]2[CH2:17][CH2:18][CH:19]([C:22](=[O:24])[NH:37][S:34]([CH2:33][C:27]3[CH:28]=[CH:29][CH:30]=[C:31]([F:32])[C:26]=3[F:25])(=[O:35])=[O:36])[CH2:20][CH2:21]2)=[N:5][C:6]([O:14][CH3:15])=[C:7]([CH:8]=1)[C:9]([O:11][CH2:12][CH3:13])=[O:10])#[N:2], predict the reactants needed to synthesize it. The reactants are: [C:1]([C:3]1[C:4]([N:16]2[CH2:21][CH2:20][CH:19]([C:22]([OH:24])=O)[CH2:18][CH2:17]2)=[N:5][C:6]([O:14][CH3:15])=[C:7]([C:9]([O:11][CH2:12][CH3:13])=[O:10])[CH:8]=1)#[N:2].[F:25][C:26]1[C:31]([F:32])=[CH:30][CH:29]=[CH:28][C:27]=1[CH2:33][S:34]([NH2:37])(=[O:36])=[O:35]. (5) Given the product [Cl:12][C:8]1[C:9]([Cl:11])=[N:10][C:2]([O:13][CH2:14][CH2:15][CH2:16][C:17]2([OH:20])[CH2:19][CH2:18]2)=[C:3]([CH:7]=1)[C:4]([NH2:6])=[O:5], predict the reactants needed to synthesize it. The reactants are: Cl[C:2]1[N:10]=[C:9]([Cl:11])[C:8]([Cl:12])=[CH:7][C:3]=1[C:4]([NH2:6])=[O:5].[OH:13][CH2:14][CH2:15][CH2:16][C:17]1([OH:20])[CH2:19][CH2:18]1.C(O[K])(C)(C)C.O. (6) Given the product [NH2:23][C:18]1[C:17]([C:24]([C:26]2[CH:27]=[CH:28][C:29]([CH:32]([CH3:34])[CH3:33])=[CH:30][CH:31]=2)=[O:25])=[C:16]([CH2:13][CH:14]2[CH2:3][CH2:15]2)[C:21]([OH:22])=[CH:20][CH:19]=1, predict the reactants needed to synthesize it. The reactants are: [N+](=[CH2:3])=[N-].N(N(C)C(N)=O)=O.[OH-].[K+].[CH2:13]([C:16]1[C:21]([OH:22])=[CH:20][CH:19]=[C:18]([NH2:23])[C:17]=1[C:24]([C:26]1[CH:31]=[CH:30][C:29]([CH:32]([CH3:34])[CH3:33])=[CH:28][CH:27]=1)=[O:25])[CH:14]=[CH2:15]. (7) Given the product [CH2:18]([N:25]1[C:5]([C:7]2[O:8][CH:9]=[CH:10][CH:11]=2)=[CH:4][C:3]([C:2]([F:14])([F:13])[F:1])=[N:26]1)[C:19]1[CH:24]=[CH:23][CH:22]=[CH:21][CH:20]=1, predict the reactants needed to synthesize it. The reactants are: [F:1][C:2]([F:14])([F:13])[C:3](=O)[CH2:4][C:5]([C:7]1[O:8][CH:9]=[CH:10][CH:11]=1)=O.Cl.Cl.Cl.[CH2:18]([NH:25][NH2:26])[C:19]1[CH:24]=[CH:23][CH:22]=[CH:21][CH:20]=1.C([O-])(O)=O.[Na+].